From a dataset of Catalyst prediction with 721,799 reactions and 888 catalyst types from USPTO. Predict which catalyst facilitates the given reaction. (1) Reactant: [Mg].II.Br[CH:5]1[CH2:7][CH2:6]1.[CH2:8]([Sn:12](Cl)([CH2:17][CH2:18][CH2:19][CH3:20])[CH2:13][CH2:14][CH2:15][CH3:16])[CH2:9][CH2:10][CH3:11].[NH4+].[Cl-].[F-].[K+]. Product: [CH2:17]([Sn:12]([CH2:8][CH2:9][CH2:10][CH3:11])([CH2:13][CH2:14][CH2:15][CH3:16])[CH:5]1[CH2:7][CH2:6]1)[CH2:18][CH2:19][CH3:20]. The catalyst class is: 1. (2) The catalyst class is: 63. Product: [C:25]([O:24][C:22](=[O:23])[NH:21][CH2:20][CH2:19][CH2:18][C@H:17]([NH:29][C:30]([O:32][C:33]([CH3:36])([CH3:35])[CH3:34])=[O:31])[CH2:16][NH:15][C:13](=[O:14])[CH2:12][CH2:11][NH2:10])([CH3:27])([CH3:28])[CH3:26]. Reactant: C(OC(=O)[NH:10][CH2:11][CH2:12][C:13]([NH:15][CH2:16][C@@H:17]([NH:29][C:30]([O:32][C:33]([CH3:36])([CH3:35])[CH3:34])=[O:31])[CH2:18][CH2:19][CH2:20][NH:21][C:22]([O:24][C:25]([CH3:28])([CH3:27])[CH3:26])=[O:23])=[O:14])C1C=CC=CC=1. (3) Reactant: [C:1]1([C:12]2[CH:17]=[CH:16][CH:15]=[CH:14][CH:13]=2)[CH:6]=[CH:5][CH:4]=[C:3]([CH2:7][C:8](Cl)=[N:9][OH:10])[CH:2]=1.O1CCCC1.[C:23]([C:25]1[C:26]([NH2:32])=[N:27][C:28]([NH2:31])=[CH:29][CH:30]=1)#[CH:24].C(N(CC)CC)C. Product: [C:1]1([C:12]2[CH:17]=[CH:16][CH:15]=[CH:14][CH:13]=2)[CH:6]=[CH:5][CH:4]=[C:3]([CH2:7][C:8]2[CH:24]=[C:23]([C:25]3[C:26]([NH2:32])=[N:27][C:28]([NH2:31])=[CH:29][CH:30]=3)[O:10][N:9]=2)[CH:2]=1. The catalyst class is: 6. (4) Reactant: [C:1]([NH:4][C:5]1[C:14]([Cl:15])=[CH:13][C:8]([C:9]([O:11][CH3:12])=[O:10])=[C:7]([O:16]C)[CH:6]=1)(=[O:3])[CH3:2].B(Cl)(Cl)Cl.O. Product: [C:1]([NH:4][C:5]1[C:14]([Cl:15])=[CH:13][C:8]([C:9]([O:11][CH3:12])=[O:10])=[C:7]([OH:16])[CH:6]=1)(=[O:3])[CH3:2]. The catalyst class is: 2. (5) Reactant: [Cl:1][C:2]1[C:3]([CH3:18])=[C:4]([NH:10][C@H:11]([C@@H:15]([OH:17])[CH3:16])[C:12](O)=[O:13])[CH:5]=[CH:6][C:7]=1[C:8]#[N:9].[Si:19]([O:26][CH2:27][C:28]1[CH:37]=[CH:36][C:31]([C:32]([NH:34][NH2:35])=[O:33])=[CH:30][CH:29]=1)([C:22]([CH3:25])([CH3:24])[CH3:23])([CH3:21])[CH3:20].O.ON1C2C=CC=CC=2N=N1.Cl.CN(C)CCCN=C=NCC.C(N(CC)CC)C. Product: [Si:19]([O:26][CH2:27][C:28]1[CH:29]=[CH:30][C:31]([C:12](=[O:13])[C@H:11]([NH:10][C:4]2[CH:5]=[CH:6][C:7]([C:8]#[N:9])=[C:2]([Cl:1])[C:3]=2[CH3:18])[C@@H:15]([OH:17])[CH3:16])([C:32]([NH:34][NH2:35])=[O:33])[CH2:36][CH:37]=1)([C:22]([CH3:25])([CH3:24])[CH3:23])([CH3:21])[CH3:20]. The catalyst class is: 1. (6) Reactant: [CH3:1][O:2][C:3]1[C:12]2[C:7](=[CH:8][CH:9]=[CH:10][CH:11]=2)[CH:6]=[CH:5][C:4]=1/[CH:13]=[CH:14]/[C:15]1[CH:16]=[C:17]([CH2:21][CH2:22][CH2:23][N:24]2C(=O)C3C(=CC=CC=3)C2=O)[CH:18]=[CH:19][CH:20]=1. Product: [CH3:1][O:2][C:3]1[C:12]2[C:7](=[CH:8][CH:9]=[CH:10][CH:11]=2)[CH:6]=[CH:5][C:4]=1/[CH:13]=[CH:14]/[C:15]1[CH:16]=[C:17]([CH2:21][CH2:22][CH2:23][NH2:24])[CH:18]=[CH:19][CH:20]=1. The catalyst class is: 5. (7) Reactant: [Br:1]Br.[OH:3][C:4]1[CH:9]=[CH:8][C:7]([S:10]([N:13]([CH3:15])[CH3:14])(=[O:12])=[O:11])=[CH:6][C:5]=1[N+:16]([O-:18])=[O:17]. Product: [Br:1][C:9]1[CH:8]=[C:7]([S:10]([N:13]([CH3:15])[CH3:14])(=[O:12])=[O:11])[CH:6]=[C:5]([N+:16]([O-:18])=[O:17])[C:4]=1[OH:3]. The catalyst class is: 86.